This data is from Full USPTO retrosynthesis dataset with 1.9M reactions from patents (1976-2016). The task is: Predict the reactants needed to synthesize the given product. (1) Given the product [CH3:1][NH:2][C:3]1[N:8]=[C:7]([CH2:9][CH2:10][O:11][C:12]2[CH:39]=[CH:38][C:15]3[CH2:16][C@@H:17]([CH2:33][C:34]([OH:36])=[O:35])[C:18](=[O:32])[N:19]([CH2:21][C:22]4[CH:27]=[CH:26][C:25]([C:28]([F:29])([F:31])[F:30])=[CH:24][CH:23]=4)[CH2:20][C:14]=3[CH:13]=2)[CH:6]=[CH:5][CH:4]=1, predict the reactants needed to synthesize it. The reactants are: [CH3:1][NH:2][C:3]1[N:8]=[C:7]([CH2:9][CH2:10][O:11][C:12]2[CH:39]=[CH:38][C:15]3[CH2:16][C@@H:17]([CH2:33][C:34]([O:36]C)=[O:35])[C:18](=[O:32])[N:19]([CH2:21][C:22]4[CH:27]=[CH:26][C:25]([C:28]([F:31])([F:30])[F:29])=[CH:24][CH:23]=4)[CH2:20][C:14]=3[CH:13]=2)[CH:6]=[CH:5][CH:4]=1.[OH-].[Na+].Cl. (2) Given the product [S:29]1[C:33]2[CH:34]=[CH:35][C:36]([NH:38][C:7]3[C:6]([C:9]([N:11]4[CH2:16][CH2:15][CH:14]([C:17]5[CH:18]=[CH:19][C:20]([F:23])=[CH:21][CH:22]=5)[CH2:13][CH2:12]4)=[O:10])=[CH:5][N:4]([CH2:24][CH2:25][O:26][CH3:27])[C:3](=[O:28])[C:2]=3[Cl:1])=[CH:37][C:32]=2[N:31]=[CH:30]1, predict the reactants needed to synthesize it. The reactants are: [Cl:1][C:2]1[C:3](=[O:28])[N:4]([CH2:24][CH2:25][O:26][CH3:27])[CH:5]=[C:6]([C:9]([N:11]2[CH2:16][CH2:15][CH:14]([C:17]3[CH:22]=[CH:21][C:20]([F:23])=[CH:19][CH:18]=3)[CH2:13][CH2:12]2)=[O:10])[C:7]=1Cl.[S:29]1[C:33]2[CH:34]=[CH:35][C:36]([NH2:38])=[CH:37][C:32]=2[N:31]=[CH:30]1.